This data is from Catalyst prediction with 721,799 reactions and 888 catalyst types from USPTO. The task is: Predict which catalyst facilitates the given reaction. Reactant: [N:1]([C@@H:4]1[C:9]([F:11])([F:10])[CH2:8][CH2:7][CH2:6][C@H:5]1[NH:12][C:13](=[O:19])[O:14][C:15]([CH3:18])([CH3:17])[CH3:16])=[N+]=[N-]. Product: [NH2:1][C@@H:4]1[C:9]([F:11])([F:10])[CH2:8][CH2:7][CH2:6][C@H:5]1[NH:12][C:13](=[O:19])[O:14][C:15]([CH3:17])([CH3:16])[CH3:18]. The catalyst class is: 5.